This data is from Catalyst prediction with 721,799 reactions and 888 catalyst types from USPTO. The task is: Predict which catalyst facilitates the given reaction. (1) Reactant: [Cl:1][C:2]1[CH:7]=[CH:6][C:5]([CH2:8][C:9]2[C:18]3[C:13](=[CH:14][CH:15]=[CH:16][CH:17]=3)[C:12](=[O:19])[N:11]([CH2:20][CH2:21][NH:22][CH2:23][CH2:24][C:25]3[CH:30]=[CH:29][C:28]([O:31][CH2:32][CH2:33][CH2:34][N:35]4[CH2:41][CH2:40][CH2:39][CH2:38][CH2:37][CH2:36]4)=[CH:27][CH:26]=3)[N:10]=2)=[CH:4][CH:3]=1.[CH2:42]=O. Product: [Cl:1][C:2]1[CH:7]=[CH:6][C:5]([CH2:8][C:9]2[C:18]3[C:13](=[CH:14][CH:15]=[CH:16][CH:17]=3)[C:12](=[O:19])[N:11]([CH2:20][CH2:21][N:22]([CH2:23][CH2:24][C:25]3[CH:26]=[CH:27][C:28]([O:31][CH2:32][CH2:33][CH2:34][N:35]4[CH2:36][CH2:37][CH2:38][CH2:39][CH2:40][CH2:41]4)=[CH:29][CH:30]=3)[CH3:42])[N:10]=2)=[CH:4][CH:3]=1. The catalyst class is: 106. (2) Reactant: [NH:1]([C:59]([O:61][C:62]([CH3:65])([CH3:64])[CH3:63])=[O:60])[C@H:2]([C:4]([NH:6][C@H:7]([C:18]([N:20]1[CH2:58][CH2:57][CH2:56][C@H:21]1[C:22]([NH:24][C@H:25]([C:27]([NH:29][C@H:30]([C:46]([O:48]CC1C=CC=CC=1)=[O:47])[CH2:31][CH2:32][CH2:33][CH2:34][NH:35][C:36]([O:38][CH2:39][C:40]1[CH:45]=[CH:44][CH:43]=[CH:42][CH:41]=1)=[O:37])=[O:28])[CH3:26])=[O:23])=[O:19])[CH2:8][CH2:9][CH2:10][NH:11][C:12](=[NH:17])[NH:13][N+:14]([O-:16])=[O:15])=[O:5])[CH3:3].Cl. Product: [NH:1]([C:59]([O:61][C:62]([CH3:64])([CH3:63])[CH3:65])=[O:60])[C@H:2]([C:4]([NH:6][C@H:7]([C:18]([N:20]1[CH2:58][CH2:57][CH2:56][C@H:21]1[C:22]([NH:24][C@H:25]([C:27]([NH:29][C@H:30]([C:46]([OH:48])=[O:47])[CH2:31][CH2:32][CH2:33][CH2:34][NH:35][C:36]([O:38][CH2:39][C:40]1[CH:45]=[CH:44][CH:43]=[CH:42][CH:41]=1)=[O:37])=[O:28])[CH3:26])=[O:23])=[O:19])[CH2:8][CH2:9][CH2:10][NH:11][C:12](=[NH:17])[NH:13][N+:14]([O-:16])=[O:15])=[O:5])[CH3:3]. The catalyst class is: 273.